The task is: Predict the product of the given reaction.. This data is from Forward reaction prediction with 1.9M reactions from USPTO patents (1976-2016). (1) Given the reactants [Cl:1][C:2]1[CH:10]=[C:9]([I:11])[CH:8]=[C:7]([Cl:12])[C:3]=1[C:4](Cl)=[O:5].[H-].[Na+].[Br:15][C:16]1[CH:21]=[C:20]([NH2:22])[CH:19]=[CH:18][N:17]=1, predict the reaction product. The product is: [Br:15][C:16]1[CH:21]=[C:20]([NH:22][C:4](=[O:5])[C:3]2[C:2]([Cl:1])=[CH:10][C:9]([I:11])=[CH:8][C:7]=2[Cl:12])[CH:19]=[CH:18][N:17]=1. (2) The product is: [CH3:1][O:2][C:3](=[O:14])[CH2:4][NH:5][C:6]([C:8]1[N:9]=[C:10]([NH:13][C:43]([NH:42][CH2:41][C:36]2[CH:37]=[CH:38][CH:39]=[CH:40][C:35]=2[O:34][CH2:33][CH2:32][CH2:31][NH:30][C:29]([O:28][C:24]([CH3:27])([CH3:26])[CH3:25])=[O:45])=[O:44])[S:11][CH:12]=1)=[O:7]. Given the reactants [CH3:1][O:2][C:3](=[O:14])[CH2:4][NH:5][C:6]([C:8]1[N:9]=[C:10]([NH2:13])[S:11][CH:12]=1)=[O:7].CCN(C(C)C)C(C)C.[C:24]([O:28][C:29](=[O:45])[NH:30][CH2:31][CH2:32][CH2:33][O:34][C:35]1[CH:40]=[CH:39][CH:38]=[CH:37][C:36]=1[CH2:41][N:42]=[C:43]=[O:44])([CH3:27])([CH3:26])[CH3:25].O, predict the reaction product. (3) Given the reactants [CH2:1]([NH:5][C:6](=[O:18])[CH2:7][C@H:8]1[CH2:13][C@@H:12]([CH:14]=[O:15])[O:11]C(C)(C)[O:9]1)[CH2:2][CH2:3][CH3:4].C(N)CCC, predict the reaction product. The product is: [CH2:1]([NH:5][C:6](=[O:18])[CH2:7][C@H:8]([OH:9])[CH2:13][C@H:12]([OH:11])[CH2:14][OH:15])[CH2:2][CH2:3][CH3:4]. (4) Given the reactants [C@@H:1]12[CH2:6][C@@H:5]1[CH2:4][NH:3][C@@H:2]2[CH2:7][NH:8][C:9](=[O:14])[C:10]([F:13])([F:12])[F:11].[F:15][C:16]1[CH:17]=[C:18]([C:22]2[S:26][C:25]([CH3:27])=[N:24][C:23]=2[C:28](O)=[O:29])[CH:19]=[CH:20][CH:21]=1, predict the reaction product. The product is: [F:13][C:10]([F:12])([F:11])[C:9]([NH:8][CH2:7][C@H:2]1[N:3]([C:28]([C:23]2[N:24]=[C:25]([CH3:27])[S:26][C:22]=2[C:18]2[CH:19]=[CH:20][CH:21]=[C:16]([F:15])[CH:17]=2)=[O:29])[CH2:4][C@@H:5]2[C@H:1]1[CH2:6]2)=[O:14]. (5) Given the reactants [Cl:1][C:2]1[C:3]([C:23]2[N:27]3[CH:28]=[CH:29][CH:30]=[CH:31][C:26]3=[N:25][CH:24]=2)=[N:4][C:5]([NH:8][C:9]2[CH:14]=[CH:13][C:12]([O:15][C@H:16]3[CH2:20][CH2:19][NH:18][CH2:17]3)=[CH:11][C:10]=2[O:21][CH3:22])=[N:6][CH:7]=1.[OH:32][CH:33]([CH3:37])[C:34](O)=[O:35], predict the reaction product. The product is: [Cl:1][C:2]1[C:3]([C:23]2[N:27]3[CH:28]=[CH:29][CH:30]=[CH:31][C:26]3=[N:25][CH:24]=2)=[N:4][C:5]([NH:8][C:9]2[CH:14]=[CH:13][C:12]([O:15][C@H:16]3[CH2:20][CH2:19][N:18]([C:34](=[O:35])[CH:33]([OH:32])[CH3:37])[CH2:17]3)=[CH:11][C:10]=2[O:21][CH3:22])=[N:6][CH:7]=1. (6) Given the reactants [CH3:1][O:2][C:3]1[CH:8]=[CH:7][CH:6]=[C:5]([O:9][CH3:10])[C:4]=1[CH:11]1[NH:16][C:15](=[O:17])[CH2:14][CH2:13][CH2:12]1.Br[CH2:19][C:20]1[CH:25]=[CH:24][CH:23]=[CH:22][C:21]=1[C:26]1[CH:31]=[CH:30][CH:29]=[CH:28][CH:27]=1, predict the reaction product. The product is: [C:21]1([C:26]2[CH:27]=[CH:28][CH:29]=[CH:30][CH:31]=2)[CH:22]=[CH:23][CH:24]=[CH:25][C:20]=1[CH2:19][N:16]1[CH:11]([C:4]2[C:5]([O:9][CH3:10])=[CH:6][CH:7]=[CH:8][C:3]=2[O:2][CH3:1])[CH2:12][CH2:13][CH2:14][C:15]1=[O:17]. (7) Given the reactants [O:1]1[CH2:6][CH2:5][N:4]([CH2:7][CH2:8][N:9]2[CH:13]=[C:12]([C:14]3[CH:23]=[C:22]([O:24][CH2:25][CH2:26][C@@H:27]4[NH:41][C:40](=[O:42])[N:39]([CH3:43])[CH2:38][CH2:37][CH2:36][CH2:35][CH:34]=[CH:33][C@H:32]5[C@@:30]([C:44](O)=[O:45])([CH2:31]5)[NH:29][C:28]4=[O:47])[C:21]4[C:16](=[C:17]([CH3:50])[C:18]([O:48][CH3:49])=[CH:19][CH:20]=4)[N:15]=3)[CH:11]=[N:10]2)[CH2:3][CH2:2]1.[CH3:51][C:52]1([S:55]([NH2:58])(=[O:57])=[O:56])[CH2:54][CH2:53]1, predict the reaction product. The product is: [O:1]1[CH2:6][CH2:5][N:4]([CH2:7][CH2:8][N:9]2[CH:13]=[C:12]([C:14]3[CH:23]=[C:22]([O:24][CH2:25][CH2:26][C@@H:27]4[NH:41][C:40](=[O:42])[N:39]([CH3:43])[CH2:38][CH2:37][CH2:36][CH2:35][CH:34]=[CH:33][C@H:32]5[C@@:30]([C:44]([NH:58][S:55]([C:52]6([CH3:51])[CH2:54][CH2:53]6)(=[O:57])=[O:56])=[O:45])([CH2:31]5)[NH:29][C:28]4=[O:47])[C:21]4[C:16](=[C:17]([CH3:50])[C:18]([O:48][CH3:49])=[CH:19][CH:20]=4)[N:15]=3)[CH:11]=[N:10]2)[CH2:3][CH2:2]1. (8) Given the reactants [CH2:1]([O:8][C:9]([N:11]([CH2:32][C:33]([N:35]1[CH2:39][C@@H:38]([F:40])[CH2:37][C@H:36]1[C:41]#[N:42])=[O:34])[C:12]12[CH2:19][CH2:18][C:15]([C:20]([O:22]N3C4C=CC=CC=4N=N3)=O)([CH2:16][CH2:17]1)[CH2:14][CH2:13]2)=[O:10])[C:2]1[CH:7]=[CH:6][CH:5]=[CH:4][CH:3]=1.[NH:43]1[CH2:48][CH2:47][O:46][CH2:45][CH2:44]1, predict the reaction product. The product is: [CH2:1]([O:8][C:9]([N:11]([CH2:32][C:33]([N:35]1[CH2:39][C@@H:38]([F:40])[CH2:37][C@H:36]1[C:41]#[N:42])=[O:34])[C:12]12[CH2:17][CH2:16][C:15]([C:20]([N:43]3[CH2:48][CH2:47][O:46][CH2:45][CH2:44]3)=[O:22])([CH2:18][CH2:19]1)[CH2:14][CH2:13]2)=[O:10])[C:2]1[CH:7]=[CH:6][CH:5]=[CH:4][CH:3]=1.